From a dataset of Catalyst prediction with 721,799 reactions and 888 catalyst types from USPTO. Predict which catalyst facilitates the given reaction. (1) Reactant: [C:1]([O:5][C:6]([N:8]1[CH2:13][CH2:12][N:11]([C:14]2[CH:19]=[CH:18][C:17]([O:20]C)=[CH:16][C:15]=2[CH2:22][CH3:23])[CH2:10][CH2:9]1)=[O:7])([CH3:4])([CH3:3])[CH3:2].CC(OC(OC(OC(C)(C)C)=O)=O)(C)C.C(N(CC)CC)C.CCOC(C)=O.CCCCCC. Product: [C:1]([O:5][C:6]([N:8]1[CH2:9][CH2:10][N:11]([C:14]2[CH:19]=[CH:18][C:17]([OH:20])=[CH:16][C:15]=2[CH2:22][CH3:23])[CH2:12][CH2:13]1)=[O:7])([CH3:4])([CH3:3])[CH3:2]. The catalyst class is: 201. (2) Reactant: [Cl:1][C:2]1[N:3]=[CH:4][NH:5][C:6]=1[Cl:7].[OH-].[K+].[Br:10][CH2:11][CH2:12][CH2:13][CH2:14][CH2:15][CH2:16][CH2:17][CH2:18][CH2:19][CH3:20].[K+].[Br-].Br[CH2:24][C:25]1[CH:34]=[CH:33][C:32]2[C:27](=[CH:28][CH:29]=[CH:30][CH:31]=2)[CH:26]=1. Product: [Br-:10].[CH2:11]([C:33]1[C:32]2[C:27](=[CH:28][CH:29]=[CH:30][CH:31]=2)[CH:26]=[C:25]([CH3:24])[C:34]=1[N+:3]1[C:2]([Cl:1])=[C:6]([Cl:7])[NH:5][CH:4]=1)[CH2:12][CH2:13][CH2:14][CH2:15][CH2:16][CH2:17][CH2:18][CH2:19][CH3:20]. The catalyst class is: 10. (3) Reactant: C([N:8]1[CH2:15][CH:14]([C:16]([O:18][CH2:19][CH3:20])=[O:17])[CH2:13][C:9]21[CH2:12][O:11][CH2:10]2)C1C=CC=CC=1.C(O)(C(F)(F)F)=O. Product: [CH2:10]1[C:9]2([CH2:13][CH:14]([C:16]([O:18][CH2:19][CH3:20])=[O:17])[CH2:15][NH:8]2)[CH2:12][O:11]1. The catalyst class is: 320. (4) Reactant: [CH3:1][N:2]1[CH:6]=[C:5]([C:7]2[CH:12]=[CH:11][C:10]([C:13]3[C:22]4[C:17](=[CH:18][CH:19]=[C:20]([C:23]([OH:25])=O)[CH:21]=4)[CH:16]=[N:15][CH:14]=3)=[CH:9][CH:8]=2)[CH:4]=[N:3]1.Cl.[CH3:27][O:28][CH:29]1[CH2:32][NH:31][CH2:30]1.F[P-](F)(F)(F)(F)F.CN(C(N(C)C)=[N+]1C2C(=NC=CC=2)[N+]([O-])=N1)C.C(N(CC)C(C)C)(C)C. Product: [CH3:27][O:28][CH:29]1[CH2:32][N:31]([C:23]([C:20]2[CH:21]=[C:22]3[C:17](=[CH:18][CH:19]=2)[CH:16]=[N:15][CH:14]=[C:13]3[C:10]2[CH:9]=[CH:8][C:7]([C:5]3[CH:4]=[N:3][N:2]([CH3:1])[CH:6]=3)=[CH:12][CH:11]=2)=[O:25])[CH2:30]1. The catalyst class is: 9. (5) Reactant: [CH2:1]([O:3][C:4](=[O:28])[C:5]([C:24]([F:27])([F:26])[F:25])([O:19][Si](C)(C)C)[CH2:6][C:7]([C:10]1[CH:15]=[CH:14][C:13]([Cl:16])=[C:12]([O:17][CH3:18])[CH:11]=1)([CH3:9])[CH3:8])[CH3:2].O.O.O.[F-].C([N+](CCCC)(CCCC)CCCC)CCC.O. Product: [CH2:1]([O:3][C:4](=[O:28])[C:5]([C:24]([F:25])([F:27])[F:26])([OH:19])[CH2:6][C:7]([C:10]1[CH:15]=[CH:14][C:13]([Cl:16])=[C:12]([O:17][CH3:18])[CH:11]=1)([CH3:9])[CH3:8])[CH3:2]. The catalyst class is: 7. (6) Reactant: [OH-].[Na+].[Br:3][C:4]1[CH:9]=[CH:8][C:7]([C:10]2[C:16]3[CH:17]=[C:18]([O:22][CH3:23])[C:19]([OH:21])=[CH:20][C:15]=3[CH2:14][CH:13]([CH3:24])[N:12]([C:25]([NH:27][CH3:28])=[O:26])[N:11]=2)=[CH:6][CH:5]=1.Cl[C:30]([F:37])([F:36])C(OCC)=O.O. Product: [Br:3][C:4]1[CH:5]=[CH:6][C:7]([C:10]2[C:16]3[CH:17]=[C:18]([O:22][CH3:23])[C:19]([O:21][CH:30]([F:37])[F:36])=[CH:20][C:15]=3[CH2:14][CH:13]([CH3:24])[N:12]([C:25]([NH:27][CH3:28])=[O:26])[N:11]=2)=[CH:8][CH:9]=1. The catalyst class is: 3. (7) Reactant: Cl[C:2]1[S:6][N:5]=[C:4]([CH2:7][Cl:8])[N:3]=1.CCN(C(C)C)C(C)C.[CH3:18][O:19][C:20]1[CH:27]=[C:26]([O:28][CH3:29])[CH:25]=[CH:24][C:21]=1[CH2:22][NH2:23]. Product: [Cl:8][CH2:7][C:4]1[N:3]=[C:2]([NH:23][CH2:22][C:21]2[CH:24]=[CH:25][C:26]([O:28][CH3:29])=[CH:27][C:20]=2[O:19][CH3:18])[S:6][N:5]=1. The catalyst class is: 2.